This data is from Catalyst prediction with 721,799 reactions and 888 catalyst types from USPTO. The task is: Predict which catalyst facilitates the given reaction. (1) Reactant: C(OC(=O)[NH:7][CH2:8][CH2:9][NH:10][C:11]1[N:12]=[N:13][C:14]([C:28]#[N:29])=[C:15]([N:17]2[CH2:23][CH2:22][C:21]3[CH:24]=[CH:25][CH:26]=[CH:27][C:20]=3[CH2:19][CH2:18]2)[N:16]=1)(C)(C)C.[F:31][C:32]([F:37])([F:36])[C:33]([OH:35])=[O:34]. Product: [F:31][C:32]([F:37])([F:36])[C:33]([OH:35])=[O:34].[NH2:7][CH2:8][CH2:9][NH:10][C:11]1[N:12]=[N:13][C:14]([C:28]#[N:29])=[C:15]([N:17]2[CH2:23][CH2:22][C:21]3[CH:24]=[CH:25][CH:26]=[CH:27][C:20]=3[CH2:19][CH2:18]2)[N:16]=1. The catalyst class is: 4. (2) Reactant: [NH2:1][CH2:2][CH:3]([OH:13])[CH2:4][O:5][C:6]1[CH:11]=[CH:10][C:9]([F:12])=[CH:8][CH:7]=1.C(N(CC)CC)C.[C:21](O[C:21]([O:23][C:24]([CH3:27])([CH3:26])[CH3:25])=[O:22])([O:23][C:24]([CH3:27])([CH3:26])[CH3:25])=[O:22]. Product: [C:24]([O:23][C:21](=[O:22])[NH:1][CH2:2][CH:3]([OH:13])[CH2:4][O:5][C:6]1[CH:11]=[CH:10][C:9]([F:12])=[CH:8][CH:7]=1)([CH3:27])([CH3:26])[CH3:25]. The catalyst class is: 4. (3) Reactant: [Cl:1][C:2]1[CH:3]=[C:4]([C:12]2[N:16]=[C:15]([CH:17]3[CH2:21][CH2:20][C:19](=O)[CH2:18]3)[O:14][N:13]=2)[CH:5]=[CH:6][C:7]=1[O:8][CH:9]([CH3:11])[CH3:10].C(O)(=O)C.[NH2:27][CH2:28][CH2:29][CH2:30][C:31]([OH:33])=[O:32].C([BH3-])#N.[Na+]. Product: [Cl:1][C:2]1[CH:3]=[C:4]([C:12]2[N:16]=[C:15]([CH:17]3[CH2:21][CH2:20][CH:19]([NH:27][CH2:28][CH2:29][CH2:30][C:31]([OH:33])=[O:32])[CH2:18]3)[O:14][N:13]=2)[CH:5]=[CH:6][C:7]=1[O:8][CH:9]([CH3:11])[CH3:10]. The catalyst class is: 525. (4) The catalyst class is: 2. Product: [CH:13]([C:14]1[CH:15]=[C:16]([NH:21][C:22](=[O:28])[O:23][C:24]([CH3:26])([CH3:25])[CH3:27])[CH:17]=[C:18]([CH3:20])[CH:19]=1)=[O:12]. Reactant: C1C=C[NH+]=CC=1.[O-][Cr](Cl)(=O)=O.[OH:12][CH2:13][C:14]1[CH:15]=[C:16]([NH:21][C:22](=[O:28])[O:23][C:24]([CH3:27])([CH3:26])[CH3:25])[CH:17]=[C:18]([CH3:20])[CH:19]=1.